Dataset: Full USPTO retrosynthesis dataset with 1.9M reactions from patents (1976-2016). Task: Predict the reactants needed to synthesize the given product. Given the product [F:30][C:28]([F:31])([F:29])[C:27]([N:26]1[CH:21]2[CH2:22][CH2:23][CH:24]1[CH2:25][C:19](=[C:9]1[C:8]3[CH:7]=[CH:6][C:5]([C:3]4[NH:4][C:33](=[O:34])[O:1][N:2]=4)=[CH:18][C:17]=3[O:16][C:15]3[C:10]1=[CH:11][CH:12]=[CH:13][CH:14]=3)[CH2:20]2)=[O:32], predict the reactants needed to synthesize it. The reactants are: [OH:1][NH:2][C:3]([C:5]1[CH:6]=[CH:7][C:8]2[C:9](=[C:19]3[CH2:25][CH:24]4[N:26]([C:27](=[O:32])[C:28]([F:31])([F:30])[F:29])[CH:21]([CH2:22][CH2:23]4)[CH2:20]3)[C:10]3[C:15]([O:16][C:17]=2[CH:18]=1)=[CH:14][CH:13]=[CH:12][CH:11]=3)=[NH:4].[C:33](N1C=CN=C1)(N1C=CN=C1)=[O:34].